Dataset: Aqueous solubility values for 9,982 compounds from the AqSolDB database. Task: Regression/Classification. Given a drug SMILES string, predict its absorption, distribution, metabolism, or excretion properties. Task type varies by dataset: regression for continuous measurements (e.g., permeability, clearance, half-life) or binary classification for categorical outcomes (e.g., BBB penetration, CYP inhibition). For this dataset (solubility_aqsoldb), we predict Y. (1) The molecule is CCCCCCCCCCCCOC(=O)CCSCCC(=O)OCCCCCCCCCCCC. The Y is -5.71 log mol/L. (2) The compound is CC(C)(C)NCC(O)COc1ccccc1C1CCCC1. The Y is -1.84 log mol/L. (3) The Y is -7.26 log mol/L. The drug is O=C1c2ccccc2C2=Nc3cccc4cccc(c34)N12. (4) The drug is CS(=O)(=O)c1ccc(C(=O)C2C(=O)CCCC2=O)c(Cl)c1. The Y is -3.30 log mol/L.